Task: Predict the product of the given reaction.. Dataset: Forward reaction prediction with 1.9M reactions from USPTO patents (1976-2016) (1) Given the reactants [CH2:1]([O:8][C:9]1[CH:10]=[C:11]([CH:15]=[C:16]([C:18]([O:20][CH3:21])=[O:19])[CH:17]=1)[C:12](O)=[O:13])[C:2]1[CH:7]=[CH:6][CH:5]=[CH:4][CH:3]=1.B.CSC, predict the reaction product. The product is: [CH2:1]([O:8][C:9]1[CH:17]=[C:16]([CH:15]=[C:11]([CH2:12][OH:13])[CH:10]=1)[C:18]([O:20][CH3:21])=[O:19])[C:2]1[CH:7]=[CH:6][CH:5]=[CH:4][CH:3]=1. (2) Given the reactants [NH2:1][C:2]1[C:3]([CH3:25])=[C:4]([CH:22]=[CH:23][CH:24]=1)[C:5]([NH:7][CH2:8][CH:9]([OH:21])[CH2:10][N:11]1[CH2:20][CH2:19][C:18]2[C:13](=[CH:14][CH:15]=[CH:16][CH:17]=2)[CH2:12]1)=[O:6].CC(O)=O.[O:30]1[CH2:35][CH2:34][C:33](=O)[CH2:32][CH2:31]1.[BH3-]C#N.[Na+], predict the reaction product. The product is: [CH2:12]1[C:13]2[C:18](=[CH:17][CH:16]=[CH:15][CH:14]=2)[CH2:19][CH2:20][N:11]1[CH2:10][CH:9]([OH:21])[CH2:8][NH:7][C:5](=[O:6])[C:4]1[CH:22]=[CH:23][CH:24]=[C:2]([NH:1][CH:33]2[CH2:34][CH2:35][O:30][CH2:31][CH2:32]2)[C:3]=1[CH3:25]. (3) Given the reactants [Cl:1][C:2]1[CH:3]=[C:4]([C@@H:12]([CH2:22][CH:23]2[CH2:27][CH2:26][CH2:25][CH2:24]2)[C:13]([NH:15][C:16]2[CH:20]=[CH:19][N:18]([CH3:21])[N:17]=2)=[O:14])[CH:5]=[CH:6][C:7]=1[S:8]([CH3:11])(=[O:10])=[O:9].C(Cl)(=O)C(Cl)=O.N1C(C)=CC=CC=1C.NC1C=CN(C[CH2:49][CH2:50][CH2:51][OH:52])N=1, predict the reaction product. The product is: [Cl:1][C:2]1[CH:3]=[C:4]([C@@H:12]([CH2:22][CH:23]2[CH2:24][CH2:25][CH2:26][CH2:27]2)[C:13]([NH:15][C:16]2[CH:20]=[CH:19][N:18]([CH2:21][CH2:49][CH2:50][CH2:51][OH:52])[N:17]=2)=[O:14])[CH:5]=[CH:6][C:7]=1[S:8]([CH3:11])(=[O:10])=[O:9]. (4) Given the reactants [Br:1][C:2]1[CH:3]=[N:4][N:5]2[CH:10]=[CH:9][C:8]([NH:11][C@@H:12]([CH:15]([CH3:17])[CH3:16])[CH2:13][NH2:14])=[N:7][C:6]=12.C(N(C(C)C)C(C)C)C.N1([C:32](N2C=CN=C2)=[O:33])C=CN=C1.O, predict the reaction product. The product is: [Br:1][C:2]1[CH:3]=[N:4][N:5]2[CH:10]=[CH:9][C:8]([N:11]3[C@@H:12]([CH:15]([CH3:17])[CH3:16])[CH2:13][NH:14][C:32]3=[O:33])=[N:7][C:6]=12. (5) The product is: [CH2:30]([C:15]1[N:16]=[C:17]([NH2:18])[C:12]2[NH:11][N:10]=[C:9]([CH2:8][CH2:7][CH2:6][CH2:5][CH2:4][CH2:3][CH2:2][N:34]3[CH2:38][CH2:37][CH2:36][CH2:35]3)[C:13]=2[N:14]=1)[CH2:31][CH2:32][CH3:33]. Given the reactants Br[CH2:2][CH2:3][CH2:4][CH2:5][CH2:6][CH2:7][CH2:8][C:9]1[C:13]2[N:14]=[C:15]([CH2:30][CH2:31][CH2:32][CH3:33])[N:16]=[C:17]([NH:18]CC3C=CC(OC)=CC=3OC)[C:12]=2[NH:11][N:10]=1.[NH:34]1[CH2:38][CH2:37][CH2:36][CH2:35]1, predict the reaction product.